This data is from Retrosynthesis with 50K atom-mapped reactions and 10 reaction types from USPTO. The task is: Predict the reactants needed to synthesize the given product. (1) Given the product CC(C)c1nnn(-c2c(Cl)cccc2Cl)c1COc1ccc(C=O)c(Cl)c1, predict the reactants needed to synthesize it. The reactants are: CC(C)c1nnn(-c2c(Cl)cccc2Cl)c1CO.O=Cc1ccc(F)cc1Cl. (2) Given the product Cc1cc(C#N)sc1-c1ccc2c(c1)C(C)(C)OC(C(F)(F)F)N2, predict the reactants needed to synthesize it. The reactants are: CC1(C)OC(C(F)(F)F)Nc2ccc(Br)cc21.Cc1cc(C#N)sc1Br. (3) Given the product CCS(=O)(=O)c1ccc(-c2ccc(C(C/C(=N\O)c3ccncc3)c3ccccc3)cc2)cc1, predict the reactants needed to synthesize it. The reactants are: CCS(=O)(=O)c1ccc(B(O)O)cc1.O/N=C(\CC(c1ccccc1)c1ccc(Br)cc1)c1ccncc1.